The task is: Predict the reactants needed to synthesize the given product.. This data is from Full USPTO retrosynthesis dataset with 1.9M reactions from patents (1976-2016). Given the product [Cl:12][C:6]1[CH:5]=[CH:4][C:3]2[C:8](=[CH:9][CH:10]=[CH:11][C:2]=2[NH:1][S:20]([C:17]2[CH:18]=[CH:19][C:14]([F:13])=[CH:15][CH:16]=2)(=[O:22])=[O:21])[N:7]=1, predict the reactants needed to synthesize it. The reactants are: [NH2:1][C:2]1[CH:11]=[CH:10][CH:9]=[C:8]2[C:3]=1[CH:4]=[CH:5][C:6]([Cl:12])=[N:7]2.[F:13][C:14]1[CH:19]=[CH:18][C:17]([S:20](Cl)(=[O:22])=[O:21])=[CH:16][CH:15]=1.